This data is from Full USPTO retrosynthesis dataset with 1.9M reactions from patents (1976-2016). The task is: Predict the reactants needed to synthesize the given product. (1) Given the product [C:1]([O:5][C:6](=[O:23])[NH:7][CH:8]([C:15]1[CH:20]=[CH:19][C:18]([Cl:21])=[C:17]([Cl:22])[CH:16]=1)[C:9]([C:25]1[C:26]([CH3:37])=[N:27][C:28]([O:31][CH:32]2[CH2:36][CH2:35][O:34][CH2:33]2)=[CH:29][CH:30]=1)=[O:14])([CH3:2])([CH3:3])[CH3:4], predict the reactants needed to synthesize it. The reactants are: [C:1]([O:5][C:6](=[O:23])[NH:7][CH:8]([C:15]1[CH:20]=[CH:19][C:18]([Cl:21])=[C:17]([Cl:22])[CH:16]=1)[C:9](=[O:14])N(OC)C)([CH3:4])([CH3:3])[CH3:2].Br[C:25]1[C:26]([CH3:37])=[N:27][C:28]([O:31][CH:32]2[CH2:36][CH2:35][O:34][CH2:33]2)=[CH:29][CH:30]=1. (2) Given the product [F:1][C:2]1[C:21]([CH3:25])=[C:20]([N+:22]([O-:24])=[O:23])[CH:19]=[CH:18][C:3]=1[CH2:4][N:5]1[C:9]([C:10]([F:13])([F:12])[F:11])=[N:8][C:7]([C:14]([F:15])([F:16])[F:17])=[N:6]1, predict the reactants needed to synthesize it. The reactants are: [F:1][C:2]1[CH:21]=[C:20]([N+:22]([O-:24])=[O:23])[CH:19]=[CH:18][C:3]=1[CH2:4][N:5]1[C:9]([C:10]([F:13])([F:12])[F:11])=[N:8][C:7]([C:14]([F:17])([F:16])[F:15])=[N:6]1.[CH3:25][Mg]Cl.ClC1C(=O)C(C#N)=C(C#N)C(=O)C=1Cl.